From a dataset of Acute oral toxicity (LD50) regression data from Zhu et al.. Regression/Classification. Given a drug SMILES string, predict its toxicity properties. Task type varies by dataset: regression for continuous values (e.g., LD50, hERG inhibition percentage) or binary classification for toxic/non-toxic outcomes (e.g., AMES mutagenicity, cardiotoxicity, hepatotoxicity). Dataset: ld50_zhu. (1) The molecule is CC1CCCCC1=O. The rat oral LD50 is 1.72, given as -log10 of the dose in mol/kg body weight (higher means more acutely toxic). (2) The compound is CCNC(=O)OCCSCSP(=S)(OC)OC(C)C. The rat oral LD50 is 4.61, given as -log10 of the dose in mol/kg body weight (higher means more acutely toxic). (3) The drug is CCCCOCCOC(=O)COc1cc(Cl)c(Cl)cc1Cl. The rat oral LD50 is 2.85, given as -log10 of the dose in mol/kg body weight (higher means more acutely toxic). (4) The compound is COc1cc(O)c2c(O)c3c(c4c2c1C1(C4)C(C)=CCCC1(C)C)C(O)C1(O)CC(O)=C(C(N)=O)C(=O)C1(O)C3=O. The rat oral LD50 is 3.67, given as -log10 of the dose in mol/kg body weight (higher means more acutely toxic). (5) The molecule is Nc1ccc(Nc2ccccc2)cc1. The rat oral LD50 is 2.60, given as -log10 of the dose in mol/kg body weight (higher means more acutely toxic). (6) The drug is C=CCN=C=S. The rat oral LD50 is 2.95, given as -log10 of the dose in mol/kg body weight (higher means more acutely toxic). (7) The molecule is CC(C)(C)N. The rat oral LD50 is 2.97, given as -log10 of the dose in mol/kg body weight (higher means more acutely toxic).